This data is from Catalyst prediction with 721,799 reactions and 888 catalyst types from USPTO. The task is: Predict which catalyst facilitates the given reaction. Product: [I:1][C:2]1[C:10]2[C:5](=[CH:6][C:7]([C:11]([F:13])([F:12])[F:14])=[CH:8][CH:9]=2)[N:4]([CH3:15])[N:3]=1. The catalyst class is: 7. Reactant: [I:1][C:2]1[C:10]2[C:5](=[CH:6][C:7]([C:11]([F:14])([F:13])[F:12])=[CH:8][CH:9]=2)[NH:4][N:3]=1.[CH3:15]C([O-])(C)C.[K+].IC.O.